The task is: Predict the product of the given reaction.. This data is from Forward reaction prediction with 1.9M reactions from USPTO patents (1976-2016). (1) Given the reactants [CH:1]1([CH2:5][NH:6][C@H:7]2[CH2:11][CH2:10][N:9]([C:12]([O:14][C:15]([CH3:18])([CH3:17])[CH3:16])=[O:13])[CH2:8]2)[CH2:4][CH2:3][CH2:2]1.[O:19]([C:26]1[CH:34]=[CH:33][CH:32]=[CH:31][C:27]=1[C:28](Cl)=[O:29])[C:20]1[CH:25]=[CH:24][CH:23]=[CH:22][CH:21]=1.C(N(CC)CC)C, predict the reaction product. The product is: [CH:1]1([CH2:5][N:6]([C:28](=[O:29])[C:27]2[CH:31]=[CH:32][CH:33]=[CH:34][C:26]=2[O:19][C:20]2[CH:25]=[CH:24][CH:23]=[CH:22][CH:21]=2)[C@H:7]2[CH2:11][CH2:10][N:9]([C:12]([O:14][C:15]([CH3:18])([CH3:17])[CH3:16])=[O:13])[CH2:8]2)[CH2:2][CH2:3][CH2:4]1. (2) Given the reactants [N:1]([C:4]1[CH:11]=[CH:10][C:7]([C:8]#[N:9])=[C:6]([C:12]([F:15])([F:14])[F:13])[CH:5]=1)=[C:2]=[S:3].[CH3:16][NH:17][C:18](=[O:33])[C:19]1[CH:24]=[CH:23][C:22]([NH:25][C:26]2([C:30]#N)[CH2:29][CH2:28][CH2:27]2)=[CH:21][C:20]=1[F:32].[OH2:34], predict the reaction product. The product is: [CH3:16][NH:17][C:18]([C:19]1[CH:24]=[CH:23][C:22]([N:25]2[C:26]3([CH2:29][CH2:28][CH2:27]3)[C:30](=[O:34])[N:1]([C:4]3[CH:11]=[CH:10][C:7]([C:8]#[N:9])=[C:6]([C:12]([F:13])([F:15])[F:14])[CH:5]=3)[C:2]2=[S:3])=[CH:21][C:20]=1[F:32])=[O:33]. (3) Given the reactants FC1N=C(C[N:9]2[C:13]3=[N:14][C:15]([NH:18][C:19]4[CH:20]=[N:21][N:22]([CH3:24])[CH:23]=4)=[N:16][CH:17]=[C:12]3[CH:11]=[N:10]2)C=CC=1, predict the reaction product. The product is: [CH3:24][N:22]1[CH:23]=[C:19]([NH:18][C:15]2[N:14]=[C:13]3[NH:9][N:10]=[CH:11][C:12]3=[CH:17][N:16]=2)[CH:20]=[N:21]1. (4) Given the reactants C[O:2][C:3]1[N:4]=[N:5][C:6]([S:9]([C:12]2[O:13][C:14]3[CH:21]=[CH:20][C:19]([F:22])=[CH:18][C:15]=3[C:16]=2[CH3:17])(=[O:11])=[O:10])=[CH:7][CH:8]=1.Cl, predict the reaction product. The product is: [F:22][C:19]1[CH:20]=[CH:21][C:14]2[O:13][C:12]([S:9]([C:6]3[CH:7]=[CH:8][C:3](=[O:2])[NH:4][N:5]=3)(=[O:11])=[O:10])=[C:16]([CH3:17])[C:15]=2[CH:18]=1. (5) Given the reactants [C:1](=[O:8])([O:3][C:4]([CH3:7])([CH3:6])[CH3:5])[NH2:2].[OH-].[Na+].Cl[O:12]C(C)(C)C.CC[C@@H]1[C@@H]2C[C@H]([C@@H](OC3C4C(=CC=CC=4)C(O[C@@H](C4C=CN=C5C=4C=C(OC)C=C5)[C@@H]4N5C[C@H](CC)[C@@H](CC5)C4)=NN=3)C3C=CN=C4C=3C=C(OC)C=C4)N(CC2)C1.[Br:75][C:76]1[CH:77]=[C:78](/[CH:83]=[CH:84]/[C:85]2[CH:90]=[C:89]([F:91])[CH:88]=[CH:87][C:86]=2[F:92])[C:79]([F:82])=[N:80][CH:81]=1, predict the reaction product. The product is: [Br:75][C:76]1[CH:77]=[C:78]([C@@H:83]([NH:2][C:1](=[O:8])[O:3][C:4]([CH3:7])([CH3:6])[CH3:5])[C@@H:84]([C:85]2[CH:90]=[C:89]([F:91])[CH:88]=[CH:87][C:86]=2[F:92])[OH:12])[C:79]([F:82])=[N:80][CH:81]=1.